Dataset: Forward reaction prediction with 1.9M reactions from USPTO patents (1976-2016). Task: Predict the product of the given reaction. (1) Given the reactants [CH2:1]([C@@:5]1([C:21]([O:23]C(C)(C)C)=[O:22])[CH2:9][C@H:8]([C:10]2[N:14]=[C:13]([CH3:15])[S:12][N:11]=2)[C@H:7]([C:16]2[S:17][CH:18]=[CH:19][N:20]=2)[NH:6]1)[CH:2]([CH3:4])[CH3:3].[C:28]([C:32]1[CH:40]=[CH:39][C:35](C(Cl)=O)=[CH:34][CH:33]=1)([CH3:31])([CH3:30])[CH3:29].FC(F)(F)[C:43](O)=[O:44], predict the reaction product. The product is: [C:28]([C:32]1[C:33]([C:43]([N:6]2[C@@H:7]([C:16]3[S:17][CH:18]=[CH:19][N:20]=3)[C@@H:8]([C:10]3[N:14]=[C:13]([CH3:15])[S:12][N:11]=3)[CH2:9][C@@:5]2([CH2:1][CH:2]([CH3:4])[CH3:3])[C:21]([OH:23])=[O:22])=[O:44])=[CH:34][CH:35]=[CH:39][CH:40]=1)([CH3:29])([CH3:30])[CH3:31]. (2) Given the reactants [H-].[Na+].[Cl:3][C:4]1[CH:5]=[C:6]([C@@:10]([C@@H:15]2[CH2:20][CH2:19][CH2:18][N:17]([C:21]([O:23][C:24]([CH3:27])([CH3:26])[CH3:25])=[O:22])[CH2:16]2)([OH:14])[CH2:11][CH2:12][CH3:13])[CH:7]=[CH:8][CH:9]=1.Br[CH2:29][CH2:30][O:31][Si:32]([C:35]([CH3:38])([CH3:37])[CH3:36])([CH3:34])[CH3:33].[NH4+].[Cl-], predict the reaction product. The product is: [Si:32]([O:31][CH2:30][CH2:29][O:14][C@:10]([C@@H:15]1[CH2:20][CH2:19][CH2:18][N:17]([C:21]([O:23][C:24]([CH3:26])([CH3:25])[CH3:27])=[O:22])[CH2:16]1)([C:6]1[CH:7]=[CH:8][CH:9]=[C:4]([Cl:3])[CH:5]=1)[CH2:11][CH2:12][CH3:13])([C:35]([CH3:38])([CH3:37])[CH3:36])([CH3:34])[CH3:33].